Dataset: Full USPTO retrosynthesis dataset with 1.9M reactions from patents (1976-2016). Task: Predict the reactants needed to synthesize the given product. (1) The reactants are: [F:1][C:2]1[CH:30]=[C:29]([N+:31]([O-])=O)[CH:28]=[CH:27][C:3]=1[O:4][C:5]1[CH:10]=[CH:9][N:8]=[C:7]2[CH:11]=[C:12]([C:14]3[CH:26]=[CH:25][C:17]([CH2:18][N:19]4[CH2:23][CH2:22][CH2:21][C:20]4=[O:24])=[CH:16][CH:15]=3)[S:13][C:6]=12.[Cl-].[NH4+]. Given the product [NH2:31][C:29]1[CH:28]=[CH:27][C:3]([O:4][C:5]2[CH:10]=[CH:9][N:8]=[C:7]3[CH:11]=[C:12]([C:14]4[CH:26]=[CH:25][C:17]([CH2:18][N:19]5[CH2:23][CH2:22][CH2:21][C:20]5=[O:24])=[CH:16][CH:15]=4)[S:13][C:6]=23)=[C:2]([F:1])[CH:30]=1, predict the reactants needed to synthesize it. (2) Given the product [NH2:1][C:4]1[CH:5]=[C:6]([C:13]([N:15]2[CH2:20][CH2:19][N:18]([CH2:21][CH3:22])[CH2:17][CH2:16]2)=[O:14])[CH:7]=[CH:8][C:9]=1[NH2:10], predict the reactants needed to synthesize it. The reactants are: [N+:1]([C:4]1[CH:5]=[C:6]([C:13]([N:15]2[CH2:20][CH2:19][N:18]([CH2:21][CH3:22])[CH2:17][CH2:16]2)=[O:14])[CH:7]=[CH:8][C:9]=1[N+:10]([O-])=O)([O-])=O. (3) Given the product [OH:14][CH2:13][C:12]([NH:11][S:7]([C:4]1[S:3][C:2]([Cl:1])=[N:6][CH:5]=1)(=[O:9])=[O:8])([CH3:16])[CH3:15], predict the reactants needed to synthesize it. The reactants are: [Cl:1][C:2]1[S:3][C:4]([S:7](Cl)(=[O:9])=[O:8])=[CH:5][N:6]=1.[NH2:11][C:12]([CH3:16])([CH3:15])[CH2:13][OH:14]. (4) Given the product [C:5]1([S:8]([OH:11])(=[O:10])=[O:9])[CH:6]=[CH:7][CH:2]=[CH:3][CH:4]=1, predict the reactants needed to synthesize it. The reactants are: N[C:2]1[CH:7]=[CH:6][C:5]([S:8]([OH:11])(=[O:10])=[O:9])=[CH:4][CH:3]=1.N([O-])=O.[Na+]. (5) Given the product [CH2:1]([O:8][C:9]1[C:10](=[O:18])[CH:11]=[C:12]([CH:15]([F:16])[F:17])[N:22]([CH:19]2[CH2:21][CH2:20]2)[CH:14]=1)[C:2]1[CH:3]=[CH:4][CH:5]=[CH:6][CH:7]=1, predict the reactants needed to synthesize it. The reactants are: [CH2:1]([O:8][C:9]1[C:10](=[O:18])[CH:11]=[C:12]([CH:15]([F:17])[F:16])O[CH:14]=1)[C:2]1[CH:7]=[CH:6][CH:5]=[CH:4][CH:3]=1.[CH:19]1([NH2:22])[CH2:21][CH2:20]1.